This data is from Retrosynthesis with 50K atom-mapped reactions and 10 reaction types from USPTO. The task is: Predict the reactants needed to synthesize the given product. (1) Given the product Cc1cc(C(=O)c2nc(C)c(C)s2)oc1C, predict the reactants needed to synthesize it. The reactants are: Cc1cc(C(O)c2nc(C)c(C)s2)oc1C. (2) The reactants are: C[C@H](Nc1cc(Nc2cc(C3CC3)[nH]n2)c([N+](=O)[O-])cc1C#N)c1ccc(F)cc1. Given the product C[C@H](Nc1cc(Nc2cc(C3CC3)[nH]n2)c(N)cc1C#N)c1ccc(F)cc1, predict the reactants needed to synthesize it. (3) The reactants are: CCCCC(C=O)CC. Given the product CCCCC(CC)CO, predict the reactants needed to synthesize it. (4) Given the product CNCc1cccc(OCS(C)=O)c1, predict the reactants needed to synthesize it. The reactants are: CNCc1cccc(OCSC)c1.OO. (5) The reactants are: O=[N+]([O-])c1ccccc1Oc1ccnc2ccccc12. Given the product c1ccc2ncncc2c1, predict the reactants needed to synthesize it. (6) Given the product CC1(C)c2ccc([N+](=O)[O-])cc2[C@@H](NC(=O)Nc2ccccc2)[C@@H]1O, predict the reactants needed to synthesize it. The reactants are: CC1(C)c2ccc([N+](=O)[O-])cc2[C@@H](N)[C@@H]1O.O=C=Nc1ccccc1. (7) Given the product O=C(N[C@H]1CCNC1)C(F)(F)F, predict the reactants needed to synthesize it. The reactants are: CC(C)(C)OC(=O)N1CC[C@H](NC(=O)C(F)(F)F)C1. (8) Given the product COc1cc(F)c(N2CCC(CCCc3ccccc3)CC2)cc1F, predict the reactants needed to synthesize it. The reactants are: COc1cc(F)c(Br)cc1F.c1ccc(CCCC2CCNCC2)cc1. (9) Given the product CNC(=O)/C(=N\OC)c1ccccc1Oc1cccc(C)c1, predict the reactants needed to synthesize it. The reactants are: CN.CO/N=C(\C(=O)OC)c1ccccc1Oc1cccc(C)c1. (10) Given the product CCOC(C)(C)c1nc(C(=O)O)cn1COCC[Si](C)(C)C, predict the reactants needed to synthesize it. The reactants are: CCOC(=O)c1cn(COCC[Si](C)(C)C)c(C(C)(C)OCC)n1.